Predict the reactants needed to synthesize the given product. From a dataset of Full USPTO retrosynthesis dataset with 1.9M reactions from patents (1976-2016). (1) Given the product [CH3:1][O:2][C:3]1[CH:4]=[C:5]([OH:15])[CH:7]=[C:8]([C:10]([F:13])([F:12])[F:11])[CH:9]=1, predict the reactants needed to synthesize it. The reactants are: [CH3:1][O:2][C:3]1[CH:4]=[C:5]([CH:7]=[C:8]([C:10]([F:13])([F:12])[F:11])[CH:9]=1)N.N([O-])=[O:15].[Na+].O. (2) Given the product [F:23][C:24]1[CH:25]=[C:26]([C:27]2[N:12]=[C:11]([C:9]3[CH:10]=[C:5]([C:3]([OH:2])=[O:4])[C:6]([C:14]4[CH:19]=[CH:18][CH:17]=[CH:16][C:15]=4[N+:20]([O-:22])=[O:21])=[CH:7][CH:8]=3)[S:13][CH:28]=2)[CH:31]=[C:32]([F:34])[CH:33]=1, predict the reactants needed to synthesize it. The reactants are: C[O:2][C:3]([C:5]1[C:6]([C:14]2[CH:19]=[CH:18][CH:17]=[CH:16][C:15]=2[N+:20]([O-:22])=[O:21])=[CH:7][CH:8]=[C:9]([C:11](=[S:13])[NH2:12])[CH:10]=1)=[O:4].[F:23][C:24]1[CH:25]=[C:26]([CH:31]=[C:32]([F:34])[CH:33]=1)[C:27](=O)[CH2:28]Br.